From a dataset of Catalyst prediction with 721,799 reactions and 888 catalyst types from USPTO. Predict which catalyst facilitates the given reaction. (1) Reactant: [C:1]([O:5][C:6]([NH:8][CH2:9][CH2:10][CH2:11][CH2:12][CH2:13][S:14]([N:17]([C:19]1[N:28]=[C:27]([C:29]([O:31][CH3:32])=[O:30])[C:26]([OH:33])=[C:25]2[C:20]=1[CH:21]=[CH:22][CH:23]=[N:24]2)[CH3:18])(=[O:16])=[O:15])=[O:7])([CH3:4])([CH3:3])[CH3:2].C([O-])([O-])=O.[Cs+].[Cs+].[CH2:40](Br)[C:41]1[CH:46]=[CH:45][CH:44]=[CH:43][CH:42]=1. Product: [CH2:40]([O:33][C:26]1[C:27]([C:29]([O:31][CH3:32])=[O:30])=[N:28][C:19]([N:17]([CH3:18])[S:14]([CH2:13][CH2:12][CH2:11][CH2:10][CH2:9][NH:8][C:6]([O:5][C:1]([CH3:4])([CH3:3])[CH3:2])=[O:7])(=[O:16])=[O:15])=[C:20]2[C:25]=1[N:24]=[CH:23][CH:22]=[CH:21]2)[C:41]1[CH:46]=[CH:45][CH:44]=[CH:43][CH:42]=1. The catalyst class is: 3. (2) Reactant: CS(O[CH2:6][C:7]1[CH:12]=[CH:11][CH:10]=[C:9]([NH:13][C:14]([O:16][C:17]([CH3:20])([CH3:19])[CH3:18])=[O:15])[N:8]=1)(=O)=O.[CH3:21][N:22]1[CH2:27][CH2:26][NH:25][CH2:24][CH2:23]1.C(=O)([O-])[O-].[K+].[K+]. Product: [CH3:21][N:22]1[CH2:27][CH2:26][N:25]([CH2:6][C:7]2[N:8]=[C:9]([NH:13][C:14](=[O:15])[O:16][C:17]([CH3:20])([CH3:19])[CH3:18])[CH:10]=[CH:11][CH:12]=2)[CH2:24][CH2:23]1. The catalyst class is: 10. (3) Reactant: C(O)(C(F)(F)[F:4])=O.C(OC(=O)[NH:14][C@H:15]([C:18]1[CH:23]=[CH:22][CH:21]=[C:20]([N:24]2[CH2:29][CH2:28][O:27][CH2:26][CH2:25]2)[C:19]=1F)[CH2:16][OH:17])(C)(C)C. Product: [NH2:14][C@H:15]([C:18]1[CH:23]=[CH:22][C:21]([F:4])=[C:20]([N:24]2[CH2:29][CH2:28][O:27][CH2:26][CH2:25]2)[CH:19]=1)[CH2:16][OH:17]. The catalyst class is: 2. (4) Reactant: [NH2:1][C:2]1[N:7]=[C:6]([C:8]2[CH:9]=[CH:10][C:11]([Cl:31])=[C:12]([CH:30]=2)[C:13]([NH:15][C:16]2[N:20]([C:21]3[CH:26]=[CH:25][CH:24]=[CH:23][CH:22]=3)[N:19]=[C:18]([C:27]([NH2:29])=[O:28])[CH:17]=2)=[O:14])[C:5]([F:32])=[CH:4][CH:3]=1.[C:33](OC(=O)C)(=[O:35])[CH3:34].O.C(=O)([O-])[O-].[K+].[K+]. Product: [C:33]([NH:1][C:2]1[N:7]=[C:6]([C:8]2[CH:9]=[CH:10][C:11]([Cl:31])=[C:12]([CH:30]=2)[C:13]([NH:15][C:16]2[N:20]([C:21]3[CH:26]=[CH:25][CH:24]=[CH:23][CH:22]=3)[N:19]=[C:18]([C:27]([NH2:29])=[O:28])[CH:17]=2)=[O:14])[C:5]([F:32])=[CH:4][CH:3]=1)(=[O:35])[CH3:34]. The catalyst class is: 15. (5) Reactant: [CH3:1][NH:2][CH2:3][CH2:4][NH:5][CH3:6].C([O-])([O-])=O.[K+].[K+].[C:13](Cl)(=[O:16])[CH:14]=[CH2:15]. Product: [CH3:1][N:2]([CH2:3][CH2:4][NH:5][CH3:6])[C:13](=[O:16])[CH:14]=[CH2:15]. The catalyst class is: 2.